Dataset: Forward reaction prediction with 1.9M reactions from USPTO patents (1976-2016). Task: Predict the product of the given reaction. (1) Given the reactants [F:1][C:2]1[CH:8]=[CH:7][C:5]([NH2:6])=[C:4]([N+:9]([O-:11])=[O:10])[CH:3]=1.Cl.[N+:13]([O-])([O-])=O.[Na+].[CH3:18][CH:19](C(C)=O)[C:20]([O:22][CH2:23][CH3:24])=[O:21].[OH-].[Na+], predict the reaction product. The product is: [CH2:23]([O:22][C:20](=[O:21])[C:19](=[N:13][NH:6][C:5]1[CH:7]=[CH:8][C:2]([F:1])=[CH:3][C:4]=1[N+:9]([O-:11])=[O:10])[CH3:18])[CH3:24]. (2) Given the reactants [Br:1][C:2]1[CH:7]=[C:6]([C:8]#[N:9])[CH:5]=[CH:4][C:3]=1[N:10]1[CH:14]=[CH:13][N:12]=[CH:11]1.[CH3:15][I:16], predict the reaction product. The product is: [I-:16].[Br:1][C:2]1[CH:7]=[C:6]([C:8]#[N:9])[CH:5]=[CH:4][C:3]=1[N+:10]1[CH:14]=[CH:13][N:12]([CH3:15])[CH:11]=1. (3) Given the reactants [CH3:1][C:2]1[O:6][N:5]=[C:4]([C:7]2[CH:12]=[CH:11][CH:10]=[CH:9][CH:8]=2)[C:3]=1[C:13]#[C:14][C:15]1[CH:16]=[C:17]([CH:21]=[CH:22][CH:23]=1)[C:18](O)=[O:19].F[B-](F)(F)F.[N:29]1(OC(N(C)C)=[N+](C)C)[C:33]2[CH:34]=[CH:35][CH:36]=CC=2N=N1.NCC1CC1.C(N(C(C)C)C(C)C)C, predict the reaction product. The product is: [CH:34]1([CH2:33][NH:29][C:18](=[O:19])[C:17]2[CH:21]=[CH:22][CH:23]=[C:15]([C:14]#[C:13][C:3]3[C:4]([C:7]4[CH:12]=[CH:11][CH:10]=[CH:9][CH:8]=4)=[N:5][O:6][C:2]=3[CH3:1])[CH:16]=2)[CH2:36][CH2:35]1. (4) Given the reactants [Cl-].[Al+3].[Cl-].[Cl-].[C:5](Cl)(=[O:7])[CH3:6].[Br:9][C:10]1[CH:11]=[CH:12][C:13]2[O:17][CH2:16][C:15]([CH3:19])([CH3:18])[C:14]=2[CH:20]=1.O, predict the reaction product. The product is: [C:5]([C:12]1[C:13]2[O:17][CH2:16][C:15]([CH3:18])([CH3:19])[C:14]=2[CH:20]=[C:10]([Br:9])[CH:11]=1)(=[O:7])[CH3:6].